This data is from Acute oral toxicity (LD50) regression data from Zhu et al.. The task is: Regression/Classification. Given a drug SMILES string, predict its toxicity properties. Task type varies by dataset: regression for continuous values (e.g., LD50, hERG inhibition percentage) or binary classification for toxic/non-toxic outcomes (e.g., AMES mutagenicity, cardiotoxicity, hepatotoxicity). Dataset: ld50_zhu. (1) The drug is CCOC(C)CO. The rat oral LD50 is 1.33, given as -log10 of the dose in mol/kg body weight (higher means more acutely toxic). (2) The drug is O=[N+]([O-])c1cc([N+](=O)[O-])cc([N+](=O)[O-])c1. The rat oral LD50 is 2.88, given as -log10 of the dose in mol/kg body weight (higher means more acutely toxic). (3) The compound is C=C1CCC(O)CC1=CC=C1CCCC2(C)C1CCC2C(C)CCCC(C)C. The rat oral LD50 is 3.96, given as -log10 of the dose in mol/kg body weight (higher means more acutely toxic). (4) The compound is CCCCBr. The rat oral LD50 is 1.70, given as -log10 of the dose in mol/kg body weight (higher means more acutely toxic).